This data is from Full USPTO retrosynthesis dataset with 1.9M reactions from patents (1976-2016). The task is: Predict the reactants needed to synthesize the given product. (1) Given the product [CH3:47][C:2]1([CH3:14])[C:3]2[CH:11]=[C:56]([NH2:55])[CH:57]=[CH:9][C:4]=2[C:5]([C:24]2[CH:25]=[CH:26][C:27]([NH2:30])=[CH:28][CH:29]=2)([CH3:6])[CH2:1]1.[CH:57]1[C:58]([C:6]([C:5]2[CH:4]=[CH:9][C:3]3[C:11]([O:13][C:14](=[O:15])[C:2]=3[CH:1]=2)=[O:12])=[O:8])=[CH:59][C:49]2[C:50]([O:53][C:47](=[O:54])[C:48]=2[CH:56]=1)=[O:23], predict the reactants needed to synthesize it. The reactants are: [CH2:1]1[CH:5]2[C:6]([O:8][C:9](=O)[CH:4]2[CH:3]2[C:11]([O:13][C:14](=[O:15])[CH:2]12)=[O:12])=O.CCCCCCC[O:23][C:24]1[CH:29]=[CH:28][C:27]([NH:30][N+:30]([C:27]2[CH:28]=[CH:29][C:24]([O:23]CCCCCCC)=[CH:25][CH:26]=2)=O)=[CH:26][CH:25]=1.[C:47]1(=[O:54])[O:53][CH:50](CC)[CH2:49][CH2:48]1.[N:55]1C=[CH:59][CH:58]=[CH:57][CH:56]=1. (2) The reactants are: [H-].[Na+].[NH:3]1[CH:7]=[C:6]([C:8]2[CH:9]=[N:10][CH:11]=[CH:12][CH:13]=2)[N:5]=[CH:4]1.Br[CH2:15][CH2:16][C:17]([O:19][CH3:20])=[O:18]. Given the product [N:10]1[CH:11]=[CH:12][CH:13]=[C:8]([C:6]2[N:5]=[CH:4][N:3]([CH2:15][CH2:16][C:17]([O:19][CH3:20])=[O:18])[CH:7]=2)[CH:9]=1, predict the reactants needed to synthesize it. (3) Given the product [Cl:22][C:6]1[N:2]([CH3:1])[CH:3]=[N:4][C:5]=1[C:7]1[CH:14]=[CH:13][C:10]([C:11]#[N:12])=[CH:9][CH:8]=1, predict the reactants needed to synthesize it. The reactants are: [CH3:1][N:2]1[CH:6]=[C:5]([C:7]2[CH:14]=[CH:13][C:10]([C:11]#[N:12])=[CH:9][CH:8]=2)[N:4]=[CH:3]1.C1C(=O)N([Cl:22])C(=O)C1. (4) Given the product [CH3:7][C:8]1[CH:13]=[C:12]([CH3:14])[CH:11]=[CH:10][C:9]=1[S:15]([OH:18])(=[O:17])=[O:16].[CH2:7]([O:5][C:4](=[O:6])[C@H:2]([CH3:3])[NH2:1])[CH3:8], predict the reactants needed to synthesize it. The reactants are: [NH2:1][C@H:2]([C:4]([OH:6])=[O:5])[CH3:3].[CH3:7][C:8]1[CH:13]=[C:12]([CH3:14])[CH:11]=[CH:10][C:9]=1[S:15]([OH:18])(=[O:17])=[O:16]. (5) The reactants are: Cl[CH2:2][CH2:3][O:4][C:5]1[CH:14]=[C:13]2[C:8]([C:9]([O:15][C:16]3[CH:21]=[C:20]([CH3:22])[C:19]([CH3:23])=[CH:18][C:17]=3[C:24](=[O:26])[CH3:25])=[CH:10][CH:11]=[N:12]2)=[CH:7][C:6]=1[O:27][CH3:28].[NH:29]1[CH2:34][CH2:33][O:32][CH2:31][CH2:30]1.C(=O)([O-])[O-].[K+].[K+].O. Given the product [CH3:28][O:27][C:6]1[CH:7]=[C:8]2[C:13](=[CH:14][C:5]=1[O:4][CH2:3][CH2:2][N:29]1[CH2:34][CH2:33][O:32][CH2:31][CH2:30]1)[N:12]=[CH:11][CH:10]=[C:9]2[O:15][C:16]1[CH:21]=[C:20]([CH3:22])[C:19]([CH3:23])=[CH:18][C:17]=1[C:24](=[O:26])[CH3:25], predict the reactants needed to synthesize it. (6) Given the product [CH3:18][C:19]1[CH:24]=[C:23]([C:2]2[S:6][C:5]([N:7]3[CH2:15][CH:14]4[CH2:16][N:10]5[CH2:11][CH:12]([CH2:17][CH:8]3[CH2:9]5)[CH2:13]4)=[N:4][CH:3]=2)[CH:22]=[CH:21][CH:20]=1, predict the reactants needed to synthesize it. The reactants are: Br[C:2]1[S:6][C:5]([N:7]2[CH2:15][CH:14]3[CH2:16][N:10]4[CH2:11][CH:12]([CH2:17][CH:8]2[CH2:9]4)[CH2:13]3)=[N:4][CH:3]=1.[CH3:18][C:19]1[CH:20]=[C:21](B(O)O)[CH:22]=[CH:23][CH:24]=1.